This data is from Full USPTO retrosynthesis dataset with 1.9M reactions from patents (1976-2016). The task is: Predict the reactants needed to synthesize the given product. (1) Given the product [S:1]1[CH:5]=[CH:4][N:3]=[C:2]1[C:6]1[NH:7][C:8]2[C:13]([CH:14]=1)=[CH:12][CH:11]=[CH:10][C:9]=2[CH2:15][OH:16], predict the reactants needed to synthesize it. The reactants are: [S:1]1[CH:5]=[CH:4][N:3]=[C:2]1[C:6]1[NH:7][C:8]2[C:13]([CH:14]=1)=[CH:12][CH:11]=[CH:10][C:9]=2[C:15](OCC1C=CC=CC=1)=[O:16].[H-].[Al+3].[Li+].[H-].[H-].[H-].O.O.O.O.O.O.O.O.O.O.S([O-])([O-])(=O)=O.[Na+].[Na+]. (2) Given the product [CH2:35]([O:34][C:32]([N:29]1[CH2:30][CH2:31][CH:26]([N:25]2[C:16]3[C:15](=[CH:20][C:19]([C:21]([O:23][CH3:24])=[O:22])=[CH:18][CH:17]=3)[CH2:7][C:8]2=[O:10])[CH2:27][CH2:28]1)=[O:33])[C:36]1[CH:41]=[CH:40][CH:39]=[CH:38][CH:37]=1, predict the reactants needed to synthesize it. The reactants are: C(OC(=O)[CH:7]([C:15]1[CH:20]=[C:19]([C:21]([O:23][CH3:24])=[O:22])[CH:18]=[CH:17][C:16]=1[NH:25][CH:26]1[CH2:31][CH2:30][N:29]([C:32]([O:34][CH2:35][C:36]2[CH:41]=[CH:40][CH:39]=[CH:38][CH:37]=2)=[O:33])[CH2:28][CH2:27]1)[C:8]([O:10]C(C)(C)C)=O)(C)(C)C.O.C1(C)C=CC(S(O)(=O)=O)=CC=1. (3) The reactants are: [K+].[CH3:2][Si:3]([CH3:17])([CH3:16])[CH2:4][CH2:5][O:6][CH2:7][N:8]1[CH:12]=[N:11][C:10]([C:13]([O-:15])=O)=[N:9]1.CC[N:20]([CH:24]([CH3:26])C)[CH:21]([CH3:23])C.FC(F)(F)[C:29]([OH:31])=[O:30].[C:34]1([C:40]2[CH:45]=[C:44]([CH:46]3CCNCC3)[CH:43]=[CH:42][C:41]=2[NH:52]C(C2NC=C(C#N)N=2)=O)[CH2:39][CH2:38][CH2:37][CH2:36][CH:35]=1.C1CN([P+](Br)(N2[CH2:77][CH2:76][CH2:75]C2)N2CCCC2)CC1.F[P-](F)(F)(F)(F)F.[CH2:86](Cl)Cl. Given the product [C:76]([O:31][C:29]([N:20]1[CH2:21][CH2:23][CH:46]([C:44]2[CH:43]=[CH:42][C:41]([NH:52][C:13]([C:10]3[N:11]=[CH:12][N:8]([CH2:7][O:6][CH2:5][CH2:4][Si:3]([CH3:2])([CH3:17])[CH3:16])[N:9]=3)=[O:15])=[C:40]([C:34]3[CH2:39][CH2:38][CH2:37][CH2:36][CH:35]=3)[CH:45]=2)[CH2:26][CH2:24]1)=[O:30])([CH3:75])([CH3:77])[CH3:86], predict the reactants needed to synthesize it.